From a dataset of Peptide-MHC class I binding affinity with 185,985 pairs from IEDB/IMGT. Regression. Given a peptide amino acid sequence and an MHC pseudo amino acid sequence, predict their binding affinity value. This is MHC class I binding data. The peptide sequence is ETLWYTRV. The MHC is H-2-Kb with pseudo-sequence H-2-Kb. The binding affinity (normalized) is 0.547.